This data is from Full USPTO retrosynthesis dataset with 1.9M reactions from patents (1976-2016). The task is: Predict the reactants needed to synthesize the given product. (1) Given the product [Br:20][C:21]1[CH:22]=[CH:23][C:24]([N+:28]([O-:30])=[O:29])=[C:25]([CH:26]=1)[O:27][C@H:32]([CH3:34])[C:31]([O:36][CH3:37])=[O:35], predict the reactants needed to synthesize it. The reactants are: C1(P(C2C=CC=CC=2)C2C=CC=CC=2)C=CC=CC=1.[Br:20][C:21]1[CH:22]=[CH:23][C:24]([N+:28]([O-:30])=[O:29])=[C:25]([OH:27])[CH:26]=1.[C:31]([O:36][CH3:37])(=[O:35])[C@H:32]([CH3:34])O.N(C(OC(C)C)=O)=NC(OC(C)C)=O. (2) Given the product [F:15][C:16]1[C:24]([S:25]([CH3:28])(=[O:27])=[O:26])=[CH:23][CH:22]=[C:21]([F:29])[C:17]=1[C:18]([N:4]1[CH2:5][CH2:6][N:1]([C:7]2[CH:8]=[CH:9][C:10]([C:11]#[N:12])=[CH:13][CH:14]=2)[CH2:2][CH2:3]1)=[O:19], predict the reactants needed to synthesize it. The reactants are: [N:1]1([C:7]2[CH:14]=[CH:13][C:10]([C:11]#[N:12])=[CH:9][CH:8]=2)[CH2:6][CH2:5][NH:4][CH2:3][CH2:2]1.[F:15][C:16]1[C:24]([S:25]([CH3:28])(=[O:27])=[O:26])=[CH:23][CH:22]=[C:21]([F:29])[C:17]=1[C:18](O)=[O:19]. (3) The reactants are: C([O:3][C:4](=[O:24])[CH2:5][S:6][C:7]1[CH:12]=[CH:11][C:10]([O:13][CH2:14][CH2:15][C@@H:16]([O:18]S(C)(=O)=O)[CH3:17])=[CH:9][C:8]=1[CH3:23])C.[Cl:25][C:26]1[CH:31]=[CH:30][C:29](O)=[C:28]([O:33][C:34]2[CH:39]=[CH:38][CH:37]=[CH:36][CH:35]=2)[CH:27]=1. Given the product [Cl:25][C:26]1[CH:31]=[CH:30][C:29]([O:18][C@H:16]([CH3:17])[CH2:15][CH2:14][O:13][C:10]2[CH:11]=[CH:12][C:7]([S:6][CH2:5][C:4]([OH:3])=[O:24])=[C:8]([CH3:23])[CH:9]=2)=[C:28]([O:33][C:34]2[CH:35]=[CH:36][CH:37]=[CH:38][CH:39]=2)[CH:27]=1, predict the reactants needed to synthesize it. (4) Given the product [F:21][C:22]([F:29])([F:28])[S:23]([O-:26])(=[O:25])=[O:24].[CH3:22][N:8]1[C:7]([C:1]2[CH:6]=[CH:5][CH:4]=[CH:3][CH:2]=2)=[CH:11][N+:10]([CH2:12][C:13]([C:15]2[CH:16]=[CH:17][CH:18]=[CH:19][CH:20]=2)=[O:14])=[N:9]1, predict the reactants needed to synthesize it. The reactants are: [C:1]1([C:7]2[N:8]=[N:9][N:10]([CH2:12][C:13]([C:15]3[CH:20]=[CH:19][CH:18]=[CH:17][CH:16]=3)=[O:14])[CH:11]=2)[CH:6]=[CH:5][CH:4]=[CH:3][CH:2]=1.[F:21][C:22]([F:29])([F:28])[S:23]([O:26]C)(=[O:25])=[O:24]. (5) Given the product [Br:1][C:2]1[CH:7]=[CH:6][C:5]([O:8][CH3:9])=[CH:4][C:3]=1[CH2:10][Br:11], predict the reactants needed to synthesize it. The reactants are: [Br:1][C:2]1[CH:7]=[CH:6][C:5]([O:8][CH3:9])=[CH:4][C:3]=1[CH3:10].[Br:11]N1C(=O)CCC1=O. (6) Given the product [F:1][C:2]1[CH:3]=[CH:4][C:5]([C@@H:8]([NH:10][C:11](=[O:13])[CH3:12])[CH3:9])=[N:6][CH:7]=1, predict the reactants needed to synthesize it. The reactants are: [F:1][C:2]1[CH:3]=[CH:4][C:5]([C:8]([NH:10][C:11](=[O:13])[CH3:12])=[CH2:9])=[N:6][CH:7]=1.